Dataset: NCI-60 drug combinations with 297,098 pairs across 59 cell lines. Task: Regression. Given two drug SMILES strings and cell line genomic features, predict the synergy score measuring deviation from expected non-interaction effect. (1) Drug 1: C1=C(C(=O)NC(=O)N1)F. Drug 2: C1=CN(C(=O)N=C1N)C2C(C(C(O2)CO)O)O.Cl. Cell line: MALME-3M. Synergy scores: CSS=48.5, Synergy_ZIP=-6.74, Synergy_Bliss=-3.36, Synergy_Loewe=2.89, Synergy_HSA=4.60. (2) Synergy scores: CSS=1.28, Synergy_ZIP=3.63, Synergy_Bliss=7.81, Synergy_Loewe=3.11, Synergy_HSA=2.32. Cell line: SW-620. Drug 1: CC1CCC2CC(C(=CC=CC=CC(CC(C(=O)C(C(C(=CC(C(=O)CC(OC(=O)C3CCCCN3C(=O)C(=O)C1(O2)O)C(C)CC4CCC(C(C4)OC)O)C)C)O)OC)C)C)C)OC. Drug 2: CCC1(CC2CC(C3=C(CCN(C2)C1)C4=CC=CC=C4N3)(C5=C(C=C6C(=C5)C78CCN9C7C(C=CC9)(C(C(C8N6C)(C(=O)OC)O)OC(=O)C)CC)OC)C(=O)OC)O.OS(=O)(=O)O. (3) Synergy scores: CSS=3.25, Synergy_ZIP=0.313, Synergy_Bliss=1.72, Synergy_Loewe=-0.694, Synergy_HSA=1.31. Cell line: SK-OV-3. Drug 1: CS(=O)(=O)C1=CC(=C(C=C1)C(=O)NC2=CC(=C(C=C2)Cl)C3=CC=CC=N3)Cl. Drug 2: B(C(CC(C)C)NC(=O)C(CC1=CC=CC=C1)NC(=O)C2=NC=CN=C2)(O)O. (4) Drug 1: CCC1(CC2CC(C3=C(CCN(C2)C1)C4=CC=CC=C4N3)(C5=C(C=C6C(=C5)C78CCN9C7C(C=CC9)(C(C(C8N6C)(C(=O)OC)O)OC(=O)C)CC)OC)C(=O)OC)O.OS(=O)(=O)O. Drug 2: CC12CCC3C(C1CCC2O)C(CC4=C3C=CC(=C4)O)CCCCCCCCCS(=O)CCCC(C(F)(F)F)(F)F. Cell line: HS 578T. Synergy scores: CSS=0.427, Synergy_ZIP=-1.36, Synergy_Bliss=-1.94, Synergy_Loewe=-2.20, Synergy_HSA=-2.15. (5) Cell line: HT29. Drug 2: CS(=O)(=O)OCCCCOS(=O)(=O)C. Synergy scores: CSS=0.707, Synergy_ZIP=-0.792, Synergy_Bliss=2.97, Synergy_Loewe=-3.50, Synergy_HSA=-0.416. Drug 1: CN(C)N=NC1=C(NC=N1)C(=O)N. (6) Drug 1: C1=CC(=CC=C1CCCC(=O)O)N(CCCl)CCCl. Drug 2: N.N.Cl[Pt+2]Cl. Cell line: EKVX. Synergy scores: CSS=-7.16, Synergy_ZIP=-4.41, Synergy_Bliss=-15.7, Synergy_Loewe=-17.9, Synergy_HSA=-16.1. (7) Drug 1: C(=O)(N)NO. Drug 2: CC1=C(C(=O)C2=C(C1=O)N3CC4C(C3(C2COC(=O)N)OC)N4)N. Cell line: SR. Synergy scores: CSS=66.5, Synergy_ZIP=1.79, Synergy_Bliss=2.42, Synergy_Loewe=-19.7, Synergy_HSA=2.67.